Dataset: Full USPTO retrosynthesis dataset with 1.9M reactions from patents (1976-2016). Task: Predict the reactants needed to synthesize the given product. (1) Given the product [Cl:1][C:2]1[CH:3]=[CH:4][C:5]([O:28][CH:29]([F:30])[F:31])=[C:6]([C:8]2[C:13]([O:14][CH3:15])=[CH:12][N:11]([CH:16]([CH2:20][C@H:21]3[CH2:26][CH2:25][CH2:24][CH2:23][O:22]3)[C:17]([NH:32][C:33]3[CH:45]=[CH:44][C:36]([C:37]([O:39][C:40]([CH3:41])([CH3:42])[CH3:43])=[O:38])=[CH:35][CH:34]=3)=[O:19])[C:10](=[O:27])[CH:9]=2)[CH:7]=1, predict the reactants needed to synthesize it. The reactants are: [Cl:1][C:2]1[CH:3]=[CH:4][C:5]([O:28][CH:29]([F:31])[F:30])=[C:6]([C:8]2[C:13]([O:14][CH3:15])=[CH:12][N:11]([CH:16]([CH2:20][C@H:21]3[CH2:26][CH2:25][CH2:24][CH2:23][O:22]3)[C:17]([OH:19])=O)[C:10](=[O:27])[CH:9]=2)[CH:7]=1.[NH2:32][C:33]1[CH:45]=[CH:44][C:36]([C:37]([O:39][C:40]([CH3:43])([CH3:42])[CH3:41])=[O:38])=[CH:35][CH:34]=1. (2) Given the product [CH2:13]([O:12][C:7]1[C:8]2[C:3](=[C:2]([I:1])[CH:11]=[CH:10][CH:9]=2)[CH:4]=[CH:5][CH:6]=1)[CH2:14][CH2:15][CH2:16][CH2:17][CH2:18][CH3:19], predict the reactants needed to synthesize it. The reactants are: [I:1][C:2]1[CH:11]=[CH:10][CH:9]=[C:8]2[C:3]=1[CH:4]=[CH:5][CH:6]=[C:7]2[OH:12].[CH2:13](O)[CH2:14][CH2:15][CH2:16][CH2:17][CH2:18][CH3:19].C1C=CC(P(C2C=CC=CC=2)C2C=CC=CC=2)=CC=1.CC(OC(/N=N/C(OC(C)C)=O)=O)C.N#N. (3) Given the product [CH3:26][C:8]1[N:9]([CH2:16][C:17]2[CH:18]=[CH:19][C:20]([N+:23]([O-:25])=[O:24])=[CH:21][CH:22]=2)[C:10]2=[N:11][CH:12]=[CH:13][CH:14]=[C:15]2[C:7]=1[CH2:6][C:5]([OH:27])=[O:4], predict the reactants needed to synthesize it. The reactants are: [OH-].[Na+].C[O:4][C:5](=[O:27])[CH2:6][C:7]1[C:15]2[C:10](=[N:11][CH:12]=[CH:13][CH:14]=2)[N:9]([CH2:16][C:17]2[CH:22]=[CH:21][C:20]([N+:23]([O-:25])=[O:24])=[CH:19][CH:18]=2)[C:8]=1[CH3:26]. (4) The reactants are: [CH2:1]([OH:13])[CH2:2][O:3][CH2:4][CH2:5][O:6][CH2:7][CH2:8][O:9][CH2:10][CH2:11][OH:12].C(N(CC)CC)C.[C:21]1([CH3:31])[CH:26]=[CH:25][C:24]([S:27](Cl)(=[O:29])=[O:28])=[CH:23][CH:22]=1. Given the product [CH3:31][C:21]1[CH:26]=[CH:25][C:24]([S:27]([O:12][CH2:11][CH2:10][O:9][CH2:8][CH2:7][O:6][CH2:5][CH2:4][O:3][CH2:2][CH2:1][OH:13])(=[O:29])=[O:28])=[CH:23][CH:22]=1, predict the reactants needed to synthesize it. (5) The reactants are: [N:1]([C:4](=[CH:9][C:10]1[CH:15]=[CH:14][C:13]([CH2:16][CH3:17])=[CH:12][CH:11]=1)[C:5]([O:7][CH3:8])=[O:6])=[N+]=[N-]. Given the product [CH2:16]([C:13]1[CH:14]=[C:15]2[C:10]([CH:9]=[C:4]([C:5]([O:7][CH3:8])=[O:6])[NH:1]2)=[CH:11][CH:12]=1)[CH3:17], predict the reactants needed to synthesize it. (6) Given the product [CH3:19][C:20]1[CH:25]=[CH:24][CH:23]=[CH:22][C:21]=1[C:26]1[CH:31]=[CH:30][C:29]([C:6]([N:8]2[CH2:12][C:11](=[N:13][O:14][CH3:15])[CH2:10][C@H:9]2[C:16]([NH:36][CH2:37][CH:38]([OH:39])[C:40]2[CH:45]=[CH:44][C:43]([OH:46])=[CH:42][CH:41]=2)=[O:18])=[O:7])=[C:28]([CH3:35])[CH:27]=1, predict the reactants needed to synthesize it. The reactants are: C(O[C:6]([N:8]1[CH2:12][C:11](=[N:13][O:14][CH3:15])[CH2:10][C@H:9]1[C:16]([OH:18])=O)=[O:7])(C)(C)C.[CH3:19][C:20]1[CH:25]=[CH:24][CH:23]=[CH:22][C:21]=1[C:26]1[CH:31]=[CH:30][C:29](C(O)=O)=[C:28]([CH3:35])[CH:27]=1.[NH2:36][CH2:37][CH:38]([C:40]1[CH:45]=[CH:44][C:43]([OH:46])=[CH:42][CH:41]=1)[OH:39]. (7) Given the product [CH2:30]([O:29][C:22]1[CH:21]=[C:20]([C:18](=[O:19])[CH2:17][CH2:16][C:15]([NH:14][C:4]2[CH:3]=[C:2]([C:72]3[CH:73]=[CH:74][C:69](/[CH:68]=[CH:67]/[C:66]([O:65][CH3:64])=[O:78])=[CH:70][CH:71]=3)[CH:7]=[C:6]([C:8]3[CH:13]=[CH:12][CH:11]=[CH:10][CH:9]=3)[N:5]=2)=[O:32])[CH:25]=[CH:24][C:23]=1[O:26][CH2:27][CH3:28])[CH3:31], predict the reactants needed to synthesize it. The reactants are: Cl[C:2]1[CH:7]=[C:6]([C:8]2[CH:13]=[CH:12][CH:11]=[CH:10][CH:9]=2)[N:5]=[C:4]([NH:14][C:15](=[O:32])[CH2:16][CH2:17][C:18]([C:20]2[CH:25]=[CH:24][C:23]([O:26][CH2:27][CH3:28])=[C:22]([O:29][CH2:30][CH3:31])[CH:21]=2)=[O:19])[CH:3]=1.C1(C2C=CC=CC=2)C=CC=CC=1P(C1CCCCC1)C1CCCCC1.C(=O)([O-])[O-].[K+].[K+].[CH3:64][O:65][C:66](=[O:78])/[CH:67]=[CH:68]/[C:69]1[CH:74]=[CH:73][C:72](B(O)O)=[CH:71][CH:70]=1.